Dataset: Peptide-MHC class I binding affinity with 185,985 pairs from IEDB/IMGT. Task: Regression. Given a peptide amino acid sequence and an MHC pseudo amino acid sequence, predict their binding affinity value. This is MHC class I binding data. (1) The MHC is HLA-B57:01 with pseudo-sequence HLA-B57:01. The binding affinity (normalized) is 0.0847. The peptide sequence is MQYEVTQHA. (2) The peptide sequence is RISGVDRYY. The MHC is HLA-B14:02 with pseudo-sequence HLA-B14:02. The binding affinity (normalized) is 0. (3) The peptide sequence is TWSIHAHHQW. The MHC is HLA-A23:01 with pseudo-sequence HLA-A23:01. The binding affinity (normalized) is 0.366. (4) The peptide sequence is ILNPYMPSVV. The MHC is HLA-A02:03 with pseudo-sequence HLA-A02:03. The binding affinity (normalized) is 0.891. (5) The peptide sequence is WVDLRSLFL. The MHC is HLA-A02:01 with pseudo-sequence HLA-A02:01. The binding affinity (normalized) is 0.102.